Predict the reaction yield, written as a fraction of the theoretical maximum amount of product (1.0 means a 100% yield; for example, 0.34 means a 34% yield). From a dataset of Reaction yield outcomes from USPTO patents with 853,638 reactions. (1) The reactants are [NH2:1][C:2]1[C:11]2[C:6](=[C:7](Br)[CH:8]=[CH:9][CH:10]=2)[N:5]=[N:4][C:3]=1[C:13]([NH:15][CH2:16][CH2:17][CH3:18])=[O:14].[CH3:19][O:20][C:21]1[N:26]=[C:25]([O:27][CH3:28])[C:24](B(O)O)=[CH:23][N:22]=1. No catalyst specified. The product is [NH2:1][C:2]1[C:11]2[C:6](=[C:7]([C:24]3[C:25]([O:27][CH3:28])=[N:26][C:21]([O:20][CH3:19])=[N:22][CH:23]=3)[CH:8]=[CH:9][CH:10]=2)[N:5]=[N:4][C:3]=1[C:13]([NH:15][CH2:16][CH2:17][CH3:18])=[O:14]. The yield is 0.280. (2) The reactants are C([O:3][CH2:4][CH2:5][O:6][NH:7][C:8]([C:10]1[CH:15]=[CH:14][C:13](=[O:16])[N:12]([CH3:17])[C:11]=1[NH:18][C:19]1[CH:24]=[CH:23][C:22]([CH3:25])=[CH:21][C:20]=1[F:26])=[O:9])=C.COC(C1C=CC(=O)N(C)C=1NC1C=CC(C)=CC=1F)=O.C[Si]([N-][Si](C)(C)C)(C)C.[Li+]. The catalyst is C1COCC1. The product is [OH:3][CH2:4][CH2:5][O:6][NH:7][C:8]([C:10]1[CH:15]=[CH:14][C:13](=[O:16])[N:12]([CH3:17])[C:11]=1[NH:18][C:19]1[CH:24]=[CH:23][C:22]([CH3:25])=[CH:21][C:20]=1[F:26])=[O:9]. The yield is 0.770. (3) The reactants are C[O:2][C:3]1[CH:8]=[CH:7][C:6]([C:9]([F:12])([F:11])[F:10])=[CH:5][C:4]=1[B:13]([OH:15])[OH:14].B(Br)(Br)Br.COC. The catalyst is ClCCl. The product is [OH:2][C:3]1[CH:8]=[CH:7][C:6]([C:9]([F:12])([F:10])[F:11])=[CH:5][C:4]=1[B:13]([OH:15])[OH:14]. The yield is 0.650. (4) The reactants are [OH:1][C:2]1[CH:10]=[CH:9][C:8]([C:11]2[N:12]([C:27]([O:29][C:30]([CH3:33])([CH3:32])[CH3:31])=[O:28])[C:13]3[C:18]([CH:19]=2)=[CH:17][C:16]([CH2:20][N:21]2[CH2:26][CH2:25][CH2:24][CH2:23][CH2:22]2)=[CH:15][CH:14]=3)=[C:7]2[C:3]=1[CH2:4][NH:5][C:6]2=[O:34].C(N(CC)CC)C.[Cl:42][C:43]1[CH:48]=[CH:47][CH:46]=[CH:45][C:44]=1[CH2:49][S:50](Cl)(=[O:52])=[O:51]. The catalyst is C(#N)C. The product is [Cl:42][C:43]1[CH:48]=[CH:47][CH:46]=[CH:45][C:44]=1[CH2:49][S:50]([O:1][C:2]1[CH:10]=[CH:9][C:8]([C:11]2[N:12]([C:27]([O:29][C:30]([CH3:31])([CH3:33])[CH3:32])=[O:28])[C:13]3[C:18]([CH:19]=2)=[CH:17][C:16]([CH2:20][N:21]2[CH2:26][CH2:25][CH2:24][CH2:23][CH2:22]2)=[CH:15][CH:14]=3)=[C:7]2[C:3]=1[CH2:4][NH:5][C:6]2=[O:34])(=[O:52])=[O:51]. The yield is 0.290. (5) The reactants are Br[CH2:2][C:3]1[CH:4]=[C:5]([CH:23]=[CH:24][CH:25]=1)[CH2:6][O:7][C:8]1[CH:13]=[CH:12][C:11]([C:14]2[CH:19]=[C:18]([F:20])[C:17]([F:21])=[CH:16][C:15]=2[F:22])=[CH:10][CH:9]=1.[CH3:26][O:27][C:28]([CH:30]1[CH2:34][CH2:33][S:32](=[O:36])(=[O:35])[NH:31]1)=[O:29].C(=O)([O-])[O-].[K+].[K+]. The catalyst is CN(C=O)C. The product is [CH3:26][O:27][C:28]([CH:30]1[CH2:34][CH2:33][S:32](=[O:36])(=[O:35])[N:31]1[CH2:2][C:3]1[CH:25]=[CH:24][CH:23]=[C:5]([CH2:6][O:7][C:8]2[CH:13]=[CH:12][C:11]([C:14]3[CH:19]=[C:18]([F:20])[C:17]([F:21])=[CH:16][C:15]=3[F:22])=[CH:10][CH:9]=2)[CH:4]=1)=[O:29]. The yield is 0.730.